From a dataset of Reaction yield outcomes from USPTO patents with 853,638 reactions. Predict the reaction yield, written as a fraction of the theoretical maximum amount of product (1.0 means a 100% yield; for example, 0.34 means a 34% yield). (1) The reactants are [CH3:1][C:2]1[C:6]([CH2:7][N:8]2[CH:12]=[C:11]([N+:13]([O-])=O)[CH:10]=[N:9]2)=[C:5]([CH3:16])[O:4][N:3]=1.[CH3:17][C:18]([O:21][C:22](O[C:22]([O:21][C:18]([CH3:20])([CH3:19])[CH3:17])=[O:23])=[O:23])([CH3:20])[CH3:19].[H][H]. The catalyst is CO.CCO.C1COCC1.[Pd]. The product is [CH3:1][C:2]1[C:6]([CH2:7][N:8]2[CH:12]=[C:11]([NH:13][C:22](=[O:23])[O:21][C:18]([CH3:20])([CH3:19])[CH3:17])[CH:10]=[N:9]2)=[C:5]([CH3:16])[O:4][N:3]=1. The yield is 0.800. (2) The reactants are Br[C:2]1[CH:3]=[C:4]2[C:9](=[CH:10][CH:11]=1)[N:8]=[C:7]([C:12]1[S:16][CH:15]=[N:14][CH:13]=1)[CH:6]=[CH:5]2.[CH:17]1([C:23]2[C:31]3[C:26](=[CH:27][C:28]([C:32]([OH:34])=[O:33])=[CH:29][CH:30]=3)[N:25]([CH2:35][C:36]([N:38]3[CH2:43][CH2:42][O:41][CH2:40][CH2:39]3)=[O:37])[C:24]=2B2OC(C)(C)C(C)(C)O2)[CH2:22][CH2:21][CH2:20][CH2:19][CH2:18]1. The catalyst is CO.CN(C=O)C.C(=O)(O)[O-].[Na+].C1C=CC([P]([Pd]([P](C2C=CC=CC=2)(C2C=CC=CC=2)C2C=CC=CC=2)([P](C2C=CC=CC=2)(C2C=CC=CC=2)C2C=CC=CC=2)[P](C2C=CC=CC=2)(C2C=CC=CC=2)C2C=CC=CC=2)(C2C=CC=CC=2)C2C=CC=CC=2)=CC=1. The product is [CH:17]1([C:23]2[C:31]3[C:26](=[CH:27][C:28]([C:32]([OH:34])=[O:33])=[CH:29][CH:30]=3)[N:25]([CH2:35][C:36]([N:38]3[CH2:39][CH2:40][O:41][CH2:42][CH2:43]3)=[O:37])[C:24]=2[C:2]2[CH:3]=[C:4]3[C:9](=[CH:10][CH:11]=2)[N:8]=[C:7]([C:12]2[S:16][CH:15]=[N:14][CH:13]=2)[CH:6]=[CH:5]3)[CH2:22][CH2:21][CH2:20][CH2:19][CH2:18]1. The yield is 0.400. (3) The reactants are [BH4-].[Li+].[CH2:3]([N:10]([CH2:18][C:19]1[CH:24]=[CH:23][CH:22]=[CH:21][CH:20]=1)[CH2:11][C@H:12]([F:17])[C:13](OC)=[O:14])[C:4]1[CH:9]=[CH:8][CH:7]=[CH:6][CH:5]=1. The catalyst is C1COCC1. The product is [CH2:18]([N:10]([CH2:3][C:4]1[CH:5]=[CH:6][CH:7]=[CH:8][CH:9]=1)[CH2:11][C@H:12]([F:17])[CH2:13][OH:14])[C:19]1[CH:20]=[CH:21][CH:22]=[CH:23][CH:24]=1. The yield is 0.920.